This data is from Full USPTO retrosynthesis dataset with 1.9M reactions from patents (1976-2016). The task is: Predict the reactants needed to synthesize the given product. Given the product [NH2:1][C:2]1[CH:13]=[CH:12][C:5]2[CH2:6][NH:7][S:8](=[O:10])(=[O:9])[C:4]=2[CH:3]=1, predict the reactants needed to synthesize it. The reactants are: [NH2:1][C:2]1[CH:13]=[CH:12][C:5]2[C:6](=O)[NH:7][S:8](=[O:10])(=[O:9])[C:4]=2[CH:3]=1.CN(C)C=O.Cl.C(=O)(O)[O-].[Na+].